Dataset: Forward reaction prediction with 1.9M reactions from USPTO patents (1976-2016). Task: Predict the product of the given reaction. (1) Given the reactants FC(F)(F)C(O)=O.COC1C=CC(C[O:15][C:16]2[CH:17]=[C:18]([CH3:24])[C:19]([CH:22]=[CH2:23])=[N:20][CH:21]=2)=CC=1, predict the reaction product. The product is: [CH3:24][C:18]1[CH:17]=[C:16]([OH:15])[CH:21]=[N:20][C:19]=1[CH:22]=[CH2:23]. (2) Given the reactants [CH2:1]([C:4]1([S:7](Cl)(=[O:9])=[O:8])[CH2:6][CH2:5]1)[CH:2]=[CH2:3].[F:11][C:12]1[C:17]([F:18])=[C:16]([NH:19][C:20]2[CH:25]=[CH:24][C:23]([I:26])=[CH:22][C:21]=2[F:27])[C:15]([NH2:28])=[C:14]([O:29][CH2:30][CH2:31][O:32][CH3:33])[CH:13]=1, predict the reaction product. The product is: [CH2:1]([C:4]1([S:7]([NH:28][C:15]2[C:14]([O:29][CH2:30][CH2:31][O:32][CH3:33])=[CH:13][C:12]([F:11])=[C:17]([F:18])[C:16]=2[NH:19][C:20]2[CH:25]=[CH:24][C:23]([I:26])=[CH:22][C:21]=2[F:27])(=[O:9])=[O:8])[CH2:6][CH2:5]1)[CH:2]=[CH2:3]. (3) Given the reactants S1[CH2:6][CH:5](O)[S:4][CH2:3][CH:2]1O.[O:9]1[CH2:13][CH2:12][CH2:11][CH2:10]1.[CH2:14]1[CH2:24]CN2C(=NCCC2)C[CH2:15]1.Cl, predict the reaction product. The product is: [C:13]([C:2]1[CH:6]=[CH:5][S:4][CH:3]=1)(=[O:9])[C:12]1[CH:24]=[CH:14][CH:15]=[CH:10][CH:11]=1. (4) The product is: [CH:4]([N:5]1[C:1]([C:4]2[N:5]=[C:6]3[C:12]4[CH:13]=[CH:14][C:15]([C:17]([O:19][CH3:20])=[O:18])=[CH:16][C:11]=4[O:10][CH2:9][CH2:8][N:7]3[CH:21]=2)=[N:2][CH:27]=[N:25]1)([CH3:21])[CH3:1]. Given the reactants [C:1]([C:4]1[N:5]=[C:6]2[C:12]3[CH:13]=[CH:14][C:15]([C:17]([O:19][CH3:20])=[O:18])=[CH:16][C:11]=3[O:10][CH2:9][CH2:8][N:7]2[CH:21]=1)(=O)[NH2:2].COC(OC)[N:25]([CH3:27])C, predict the reaction product. (5) Given the reactants [N:1](S(Cl)(=O)=O)=[C:2]=[O:3].[F:8][C:9]1[CH:35]=[CH:34][CH:33]=[C:32]([F:36])[C:10]=1[CH2:11][O:12][C:13]1[C:14]2[N:15]([C:20]([C:24]3[CH:25]=[N:26][N:27]([CH2:29][CH2:30][OH:31])[CH:28]=3)=[C:21]([CH3:23])[N:22]=2)[CH:16]=[C:17]([CH3:19])[CH:18]=1, predict the reaction product. The product is: [C:2](=[O:3])([O:31][CH2:30][CH2:29][N:27]1[CH:28]=[C:24]([C:20]2[N:15]3[CH:16]=[C:17]([CH3:19])[CH:18]=[C:13]([O:12][CH2:11][C:10]4[C:32]([F:36])=[CH:33][CH:34]=[CH:35][C:9]=4[F:8])[C:14]3=[N:22][C:21]=2[CH3:23])[CH:25]=[N:26]1)[NH2:1]. (6) Given the reactants C(Cl)(=O)C(Cl)=O.CS(C)=O.[OH:11][CH2:12][CH2:13][CH2:14][NH:15][C:16]([C:18]1[NH:19][CH:20]=[CH:21][CH:22]=1)=[O:17].C(N(CC)CC)C, predict the reaction product. The product is: [O:11]=[CH:12][CH2:13][CH2:14][NH:15][C:16]([C:18]1[NH:19][CH:20]=[CH:21][CH:22]=1)=[O:17]. (7) Given the reactants Br[C:2]1[CH:7]=[CH:6][N:5]2[C:8]3[CH:14]=[CH:13][CH:12]=[CH:11][C:9]=3[N:10]=[C:4]2[N:3]=1.[NH2:15][C:16]1[CH:21]=[CH:20][C:19]([F:22])=[CH:18][C:17]=1B(O)O, predict the reaction product. The product is: [N:3]1[C:4]2[N:5]([C:8]3[CH:14]=[CH:13][CH:12]=[CH:11][C:9]=3[N:10]=2)[CH:6]=[CH:7][C:2]=1[C:21]1[CH:20]=[C:19]([F:22])[CH:18]=[CH:17][C:16]=1[NH2:15]. (8) Given the reactants Br[C:2]1[CH:7]=[CH:6][N:5]=[C:4]2[N:8]([CH3:13])[CH:9]=[C:10]([CH:11]=[O:12])[C:3]=12.C1(C)C=CC=CC=1P(C1C=CC=CC=1C)C1C=CC=CC=1C.C(N(CC)CC)C.[CH2:43]=[CH:44][C:45]1[CH:50]=[CH:49][CH:48]=[CH:47][CH:46]=1, predict the reaction product. The product is: [CH3:13][N:8]1[C:4]2=[N:5][CH:6]=[CH:7][C:2]([CH:43]=[CH:44][C:45]3[CH:50]=[CH:49][CH:48]=[CH:47][CH:46]=3)=[C:3]2[C:10]([CH:11]=[O:12])=[CH:9]1.